This data is from Forward reaction prediction with 1.9M reactions from USPTO patents (1976-2016). The task is: Predict the product of the given reaction. (1) Given the reactants [C:1]1([CH2:7][CH2:8][CH2:9][CH2:10][CH2:11][CH2:12][C:13]([C:15]2[N:20]=[N:19][C:18]([C:21]3[N:26]=[C:25]([C:27]([O:29]C)=[O:28])[CH:24]=[CH:23][CH:22]=3)=[CH:17][CH:16]=2)=[O:14])[CH:6]=[CH:5][CH:4]=[CH:3][CH:2]=1, predict the reaction product. The product is: [C:1]1([CH2:7][CH2:8][CH2:9][CH2:10][CH2:11][CH2:12][C:13]([C:15]2[N:20]=[N:19][C:18]([C:21]3[N:26]=[C:25]([C:27]([OH:29])=[O:28])[CH:24]=[CH:23][CH:22]=3)=[CH:17][CH:16]=2)=[O:14])[CH:6]=[CH:5][CH:4]=[CH:3][CH:2]=1. (2) Given the reactants C(Cl)(=O)C(Cl)=O.CS(C)=O.[F:11][C:12]1([F:19])[CH2:17][CH2:16][CH:15]([OH:18])[CH2:14][CH2:13]1.C(N(CC)C(C)C)(C)C.[Cl-].[NH4+], predict the reaction product. The product is: [F:11][C:12]1([F:19])[CH2:17][CH2:16][C:15](=[O:18])[CH2:14][CH2:13]1.